From a dataset of Full USPTO retrosynthesis dataset with 1.9M reactions from patents (1976-2016). Predict the reactants needed to synthesize the given product. Given the product [CH3:14][O:13][C:7]1[CH:8]=[C:9]2[C:4](=[CH:5][CH:6]=1)[N:3]=[C:2]([NH:15][CH2:16][C@H:17]1[CH2:21][CH2:20][CH2:19][C@@H:18]1[NH:22][C:23](=[O:29])[O:24][C:25]([CH3:27])([CH3:26])[CH3:28])[CH:11]=[C:10]2[CH3:12], predict the reactants needed to synthesize it. The reactants are: Cl[C:2]1[CH:11]=[C:10]([CH3:12])[C:9]2[C:4](=[CH:5][CH:6]=[C:7]([O:13][CH3:14])[CH:8]=2)[N:3]=1.[NH2:15][CH2:16][C@H:17]1[CH2:21][CH2:20][CH2:19][C@@H:18]1[NH:22][C:23](=[O:29])[O:24][C:25]([CH3:28])([CH3:27])[CH3:26].C([O-])([O-])=O.[Cs+].[Cs+].C1C=CC(P(C2C(C3C(P(C4C=CC=CC=4)C4C=CC=CC=4)=CC=C4C=3C=CC=C4)=C3C(C=CC=C3)=CC=2)C2C=CC=CC=2)=CC=1.